This data is from Reaction yield outcomes from USPTO patents with 853,638 reactions. The task is: Predict the reaction yield, written as a fraction of the theoretical maximum amount of product (1.0 means a 100% yield; for example, 0.34 means a 34% yield). The reactants are [C:6](O[C:6](=[O:9])[CH2:7][CH3:8])(=[O:9])[CH2:7][CH3:8].[NH2:10][C:11]1[N:16]=[CH:15][C:14](/[CH:17]=[CH:18]/[C:19]([N:21]([CH3:33])[CH2:22][C:23]2[N:24]([CH3:32])[C:25]3[C:30]([CH:31]=2)=[CH:29][CH:28]=[CH:27][CH:26]=3)=[O:20])=[CH:13][CH:12]=1.C(=O)(O)[O-].[Na+]. The catalyst is C1COCC1. The product is [CH3:33][N:21]([CH2:22][C:23]1[N:24]([CH3:32])[C:25]2[C:30]([CH:31]=1)=[CH:29][CH:28]=[CH:27][CH:26]=2)[C:19](=[O:20])/[CH:18]=[CH:17]/[C:14]1[CH:15]=[N:16][C:11]([NH:10][C:6](=[O:9])[CH2:7][CH3:8])=[CH:12][CH:13]=1. The yield is 0.530.